Dataset: NCI-60 drug combinations with 297,098 pairs across 59 cell lines. Task: Regression. Given two drug SMILES strings and cell line genomic features, predict the synergy score measuring deviation from expected non-interaction effect. (1) Drug 1: CCC(=C(C1=CC=CC=C1)C2=CC=C(C=C2)OCCN(C)C)C3=CC=CC=C3.C(C(=O)O)C(CC(=O)O)(C(=O)O)O. Drug 2: CC1C(C(CC(O1)OC2CC(OC(C2O)C)OC3=CC4=CC5=C(C(=O)C(C(C5)C(C(=O)C(C(C)O)O)OC)OC6CC(C(C(O6)C)O)OC7CC(C(C(O7)C)O)OC8CC(C(C(O8)C)O)(C)O)C(=C4C(=C3C)O)O)O)O. Cell line: HCC-2998. Synergy scores: CSS=68.9, Synergy_ZIP=10.2, Synergy_Bliss=11.6, Synergy_Loewe=-19.5, Synergy_HSA=10.00. (2) Drug 1: CC1C(C(CC(O1)OC2CC(CC3=C2C(=C4C(=C3O)C(=O)C5=C(C4=O)C(=CC=C5)OC)O)(C(=O)CO)O)N)O.Cl. Drug 2: CC(CN1CC(=O)NC(=O)C1)N2CC(=O)NC(=O)C2. Cell line: PC-3. Synergy scores: CSS=5.41, Synergy_ZIP=-0.223, Synergy_Bliss=3.24, Synergy_Loewe=3.64, Synergy_HSA=2.12.